From a dataset of Forward reaction prediction with 1.9M reactions from USPTO patents (1976-2016). Predict the product of the given reaction. (1) Given the reactants [CH2:1]1[C:5]2=[C:6]3[C:11](=[CH:12][CH:13]=[C:4]2[NH:3][C:2]1=[O:14])[N:10]=[CH:9][CH:8]=[CH:7]3.C(O[CH:20](OC(C)(C)C)[N:21]([CH3:23])[CH3:22])(C)(C)C.C(OCC)(=O)C, predict the reaction product. The product is: [CH3:20][N:21]([CH:23]=[C:1]1[C:5]2=[C:6]3[C:11](=[CH:12][CH:13]=[C:4]2[NH:3][C:2]1=[O:14])[N:10]=[CH:9][CH:8]=[CH:7]3)[CH3:22]. (2) Given the reactants [F:1][C:2]([F:8])([F:7])/[C:3](=[N:5]/[OH:6])/[NH2:4].[OH:9][C:10]1[CH:11]=[N:12][C:13]([N:16]2[CH2:21][CH2:20][N:19]([C:22]#N)[CH2:18][C@H:17]2[CH3:24])=[N:14][CH:15]=1, predict the reaction product. The product is: [CH3:24][C@@H:17]1[CH2:18][N:19]([C:22]2[O:6][N:5]=[C:3]([C:2]([F:8])([F:7])[F:1])[N:4]=2)[CH2:20][CH2:21][N:16]1[C:13]1[N:12]=[CH:11][C:10]([OH:9])=[CH:15][N:14]=1. (3) The product is: [CH3:25][N:17]([CH2:16][C:4]1[CH:3]=[C:2]([C:28]2[CH:29]=[CH:30][S:26][CH:27]=2)[N:6]([S:7]([C:10]2[CH:11]=[N:12][CH:13]=[CH:14][CH:15]=2)(=[O:9])=[O:8])[CH:5]=1)[C:18](=[O:24])[O:19][C:20]([CH3:23])([CH3:22])[CH3:21]. Given the reactants Br[C:2]1[N:6]([S:7]([C:10]2[CH:11]=[N:12][CH:13]=[CH:14][CH:15]=2)(=[O:9])=[O:8])[CH:5]=[C:4]([CH2:16][N:17]([CH3:25])[C:18](=[O:24])[O:19][C:20]([CH3:23])([CH3:22])[CH3:21])[CH:3]=1.[S:26]1[CH:30]=[CH:29][C:28](B(O)O)=[CH:27]1.C(=O)([O-])[O-].[Na+].[Na+], predict the reaction product. (4) Given the reactants [Cl:1][C:2]1[CH:3]=[C:4]([NH:15][C:16]2[C:25]3[C:20](=[CH:21][CH:22]=[CH:23][C:24]=3[O:26][CH2:27][C@H:28]3[CH2:32][CH2:31][CH2:30][NH:29]3)[N:19]=[CH:18][N:17]=2)[CH:5]=[CH:6][C:7]=1[O:8][C:9]1[CH:10]=[N:11][CH:12]=[CH:13][CH:14]=1.C([O:36][CH2:37][C:38](Cl)=[O:39])(=O)C, predict the reaction product. The product is: [Cl:1][C:2]1[CH:3]=[C:4]([NH:15][C:16]2[C:25]3[C:20](=[CH:21][CH:22]=[CH:23][C:24]=3[O:26][CH2:27][C@H:28]3[CH2:32][CH2:31][CH2:30][N:29]3[C:37](=[O:36])[CH2:38][OH:39])[N:19]=[CH:18][N:17]=2)[CH:5]=[CH:6][C:7]=1[O:8][C:9]1[CH:10]=[N:11][CH:12]=[CH:13][CH:14]=1.